Predict the reactants needed to synthesize the given product. From a dataset of Full USPTO retrosynthesis dataset with 1.9M reactions from patents (1976-2016). Given the product [CH3:41][O:42][C:43]1[CH:44]=[C:45]([CH2:51][CH2:52][C:53]2[N:54]=[C:55]3[CH:61]=[C:60]([C:62]4[CH:66]=[N:65][N:64]([CH2:8][CH2:7][N:1]5[CH2:2][CH2:3][CH:4]([OH:32])[CH2:5][CH2:6]5)[CH:63]=4)[NH:59][C:56]3=[N:57][CH:58]=2)[CH:46]=[C:47]([O:49][CH3:50])[CH:48]=1, predict the reactants needed to synthesize it. The reactants are: [N:1]1([CH2:7][CH2:8]O)[CH2:6][CH2:5][CH2:4][CH2:3][CH2:2]1.C1(P(C2C=CC=CC=2)C2C=CC=CC=2)C=CC=CC=1.N(C(OCC)=O)=NC(OCC)=[O:32].[CH3:41][O:42][C:43]1[CH:44]=[C:45]([CH2:51][CH2:52][C:53]2[N:54]=[C:55]3[CH:61]=[C:60]([C:62]4[CH:63]=[N:64][NH:65][CH:66]=4)[N:59](S(C4C=CC=CC=4)(=O)=O)[C:56]3=[N:57][CH:58]=2)[CH:46]=[C:47]([O:49][CH3:50])[CH:48]=1.C(=O)([O-])[O-].[K+].[K+].